This data is from Forward reaction prediction with 1.9M reactions from USPTO patents (1976-2016). The task is: Predict the product of the given reaction. Given the reactants [F:1][C:2]1[CH:3]=[C:4]([CH:7]=[C:8]([N:10]2[CH2:16][CH2:15][CH2:14][C:13]3[O:17][C:18]([C:20]4[CH:25]=[CH:24][CH:23]=[CH:22][N:21]=4)=[N:19][C:12]=3[CH2:11]2)[CH:9]=1)C#N.BrC1C=C(C=C([F:35])C=1)C#N, predict the reaction product. The product is: [F:1][C:2]1[CH:9]=[C:8]([N:10]2[CH2:16][CH2:15][CH2:14][C:13]3[O:17][C:18]([C:20]4[CH:25]=[CH:24][CH:23]=[CH:22][N:21]=4)=[N:19][C:12]=3[CH2:11]2)[CH:7]=[CH:4][C:3]=1[F:35].